Dataset: Catalyst prediction with 721,799 reactions and 888 catalyst types from USPTO. Task: Predict which catalyst facilitates the given reaction. Reactant: [Cl:1][C:2]1[CH:7]=[CH:6][CH:5]=[CH:4][C:3]=1[NH:8][C:9]1[N:14]2[N:15]=[CH:16][C:17]([S:18]([NH2:21])(=[O:20])=[O:19])=[C:13]2[N:12]=[CH:11][C:10]=1[C:22]([N:24]1[CH2:29][CH2:28][CH:27]([C:30]2[CH:35]=[CH:34][CH:33]=[CH:32][CH:31]=2)[CH2:26][CH2:25]1)=[O:23].C(=O)([O-])[O-].[K+].[K+].[CH2:42]([N:44]=[C:45]=[O:46])[CH3:43].[Cl-].[NH4+]. The catalyst class is: 21. Product: [Cl:1][C:2]1[CH:7]=[CH:6][CH:5]=[CH:4][C:3]=1[NH:8][C:9]1[N:14]2[N:15]=[CH:16][C:17]([S:18]([NH:21][C:45](=[O:46])[NH:44][CH2:42][CH3:43])(=[O:19])=[O:20])=[C:13]2[N:12]=[CH:11][C:10]=1[C:22]([N:24]1[CH2:25][CH2:26][CH:27]([C:30]2[CH:35]=[CH:34][CH:33]=[CH:32][CH:31]=2)[CH2:28][CH2:29]1)=[O:23].